The task is: Predict the reaction yield, written as a fraction of the theoretical maximum amount of product (1.0 means a 100% yield; for example, 0.34 means a 34% yield).. This data is from Reaction yield outcomes from USPTO patents with 853,638 reactions. (1) The catalyst is CC1CCCO1.Cl. The yield is 0.510. The reactants are CS(O[C@@H:6]([C:24]1[CH:29]=[CH:28][C:27]([N+:30]([O-:32])=[O:31])=[CH:26][CH:25]=1)[CH2:7][CH2:8][C@@H:9](OS(C)(=O)=O)[C:10]1[CH:15]=[CH:14][C:13]([N+:16]([O-:18])=[O:17])=[CH:12][CH:11]=1)(=O)=O.[C:33]([C:37]1[CH:43]=[CH:42][C:40]([NH2:41])=[CH:39][CH:38]=1)([CH3:36])([CH3:35])[CH3:34]. The product is [C:33]([C:37]1[CH:38]=[CH:39][C:40]([N:41]2[C@H:9]([C:10]3[CH:15]=[CH:14][C:13]([N+:16]([O-:18])=[O:17])=[CH:12][CH:11]=3)[CH2:8][CH2:7][C@H:6]2[C:24]2[CH:29]=[CH:28][C:27]([N+:30]([O-:32])=[O:31])=[CH:26][CH:25]=2)=[CH:42][CH:43]=1)([CH3:36])([CH3:34])[CH3:35]. (2) The reactants are [OH:1][CH2:2][C:3]1[C:12]([C:13]2[CH:18]=[CH:17][CH:16]=[CH:15][C:14]=2[OH:19])=[CH:11][CH:10]=[C:9]2[C:4]=1[C:5]([CH3:22])=[CH:6][C:7]([CH3:21])([CH3:20])[NH:8]2.C(N(CC)CC)C.[F:30][C:31]([F:37])([F:36])[S:32](Cl)(=[O:34])=[O:33]. The catalyst is ClCCl.C(Cl)(Cl)Cl. The product is [OH:1][CH2:2][C:3]1[C:12]([C:13]2[CH:18]=[CH:17][CH:16]=[CH:15][C:14]=2[O:19][S:32]([C:31]([F:37])([F:36])[F:30])(=[O:34])=[O:33])=[CH:11][CH:10]=[C:9]2[C:4]=1[C:5]([CH3:22])=[CH:6][C:7]([CH3:21])([CH3:20])[NH:8]2. The yield is 0.420. (3) The yield is 0.660. The catalyst is O. The product is [CH2:16]([O:6][C:7]1[CH:12]=[CH:11][C:10]([CH3:13])=[N:9][CH:8]=1)[C:17]1[CH:22]=[CH:21][CH:20]=[CH:19][CH:18]=1. The reactants are CN(C)C=O.[OH:6][C:7]1[CH:8]=[N:9][C:10]([CH3:13])=[CH:11][CH:12]=1.[H-].[Na+].[CH2:16](Br)[C:17]1[CH:22]=[CH:21][CH:20]=[CH:19][CH:18]=1. (4) The reactants are [CH2:1]([N:8]1[CH2:12][CH:11]([CH3:13])[CH:10]([C:14]([O:16][CH2:17][C:18]2[CH:23]=[CH:22][CH:21]=[CH:20][CH:19]=2)=[O:15])[CH2:9]1)[C:2]1[CH:7]=[CH:6][CH:5]=[CH:4][CH:3]=1.C([N-]C(C)C)(C)C.[Li+].CCCCCC.O1CCCC1.Br[CH2:44][C:45]([O:47][C:48]([CH3:51])([CH3:50])[CH3:49])=[O:46].[Cl-].[NH4+]. The catalyst is O1CCCC1.O.C(OCC)(=O)C. The product is [CH2:1]([N:8]1[CH2:12][CH:11]([CH3:13])[C:10]([CH2:44][C:45]([O:47][C:48]([CH3:51])([CH3:50])[CH3:49])=[O:46])([C:14]([O:16][CH2:17][C:18]2[CH:23]=[CH:22][CH:21]=[CH:20][CH:19]=2)=[O:15])[CH2:9]1)[C:2]1[CH:3]=[CH:4][CH:5]=[CH:6][CH:7]=1. The yield is 0.145. (5) The reactants are [CH2:1]([C:3]1[S:4][CH:5]=[C:6](/[CH:8]=[CH:9]/[C:10]2[C:11]([O:21][CH2:22][C:23]3[CH:43]=[CH:42][C:26]([O:27][CH2:28][C:29]4[N:30]=[C:31]([C:35]5[CH:36]=[C:37]([NH2:41])[CH:38]=[CH:39][CH:40]=5)[O:32][C:33]=4[CH3:34])=[C:25]([O:44][CH3:45])[CH:24]=3)=[N:12][N:13]([C:15]3[CH:20]=[CH:19][CH:18]=[CH:17][CH:16]=3)[CH:14]=2)[N:7]=1)[CH3:2].[CH3:46][S:47](Cl)(=[O:49])=[O:48].C(N(CC)CC)C.C(=O)([O-])O.[Na+]. The catalyst is O1CCCC1. The product is [CH2:1]([C:3]1[S:4][CH:5]=[C:6](/[CH:8]=[CH:9]/[C:10]2[C:11]([O:21][CH2:22][C:23]3[CH:43]=[CH:42][C:26]([O:27][CH2:28][C:29]4[N:30]=[C:31]([C:35]5[CH:36]=[C:37]([NH:41][S:47]([CH3:46])(=[O:49])=[O:48])[CH:38]=[CH:39][CH:40]=5)[O:32][C:33]=4[CH3:34])=[C:25]([O:44][CH3:45])[CH:24]=3)=[N:12][N:13]([C:15]3[CH:16]=[CH:17][CH:18]=[CH:19][CH:20]=3)[CH:14]=2)[N:7]=1)[CH3:2]. The yield is 0.330. (6) The reactants are [OH:1][C:2]1[C:9](O)=[CH:8][CH:7]=[CH:6][C:3]=1[CH:4]=[O:5].[H-].[Na+].[Cl:13][C:14]1[CH:21]=[CH:20][C:17]([CH2:18]Br)=[CH:16][CH:15]=1.CN(C)[CH:24]=[O:25]. The catalyst is O1CCCC1. The product is [Cl:13][C:14]1[CH:21]=[CH:20][C:17]([CH2:18][O:1][C:2]2[C:9]([O:25][CH2:24][C:17]3[CH:20]=[CH:21][C:14]([Cl:13])=[CH:15][CH:16]=3)=[CH:8][CH:7]=[CH:6][C:3]=2[CH:4]=[O:5])=[CH:16][CH:15]=1. The yield is 0.460. (7) The product is [CH2:13]([C:17]1[N:18]=[C:19]([CH3:49])[N:20]([CH2:39][C:40]([CH3:48])([C:42]2[CH:43]=[CH:44][CH:45]=[CH:46][CH:47]=2)[CH3:41])[C:21](=[O:38])[C:22]=1[CH2:23][C:24]1[CH:29]=[CH:28][C:27]([C:30]2[CH:35]=[CH:34][CH:33]=[CH:32][C:31]=2[C:36]2[NH:3][C:4](=[O:7])[O:5][N:37]=2)=[CH:26][CH:25]=1)[CH2:14][CH2:15][CH3:16]. The yield is 0.240. The catalyst is C(OCC)(=O)C. The reactants are [Cl-].O[NH3+:3].[C:4](=[O:7])([O-])[OH:5].[Na+].CS(C)=O.[CH2:13]([C:17]1[N:18]=[C:19]([CH3:49])[N:20]([CH2:39][C:40]([CH3:48])([C:42]2[CH:47]=[CH:46][CH:45]=[CH:44][CH:43]=2)[CH3:41])[C:21](=[O:38])[C:22]=1[CH2:23][C:24]1[CH:29]=[CH:28][C:27]([C:30]2[C:31]([C:36]#[N:37])=[CH:32][CH:33]=[CH:34][CH:35]=2)=[CH:26][CH:25]=1)[CH2:14][CH2:15][CH3:16].